This data is from Forward reaction prediction with 1.9M reactions from USPTO patents (1976-2016). The task is: Predict the product of the given reaction. (1) Given the reactants O[C:2]1[C:3]([OH:8])=[N:4][CH:5]=[CH:6][CH:7]=1.[F:9][C:10]([F:23])([F:22])[S:11](O[S:11]([C:10]([F:23])([F:22])[F:9])(=[O:13])=[O:12])(=[O:13])=[O:12].[OH2:24], predict the reaction product. The product is: [F:9][C:10]([F:23])([F:22])[S:11]([O:8][C:3]1[CH:2]=[C:7]([OH:24])[CH:6]=[CH:5][N:4]=1)(=[O:13])=[O:12]. (2) Given the reactants [Cl:1][C:2]1[CH:11]=[CH:10][C:9]([F:12])=[C:8]2[C:3]=1[CH:4]=[C:5](OS(C(F)(F)F)(=O)=O)[N:6]=[CH:7]2.CC1(C)C(C)(C)OB([C:29]2[C:30]([NH2:35])=[N:31][CH:32]=[CH:33][CH:34]=2)O1.C([O-])([O-])=O.[Cs+].[Cs+], predict the reaction product. The product is: [Cl:1][C:2]1[CH:11]=[CH:10][C:9]([F:12])=[C:8]2[C:3]=1[CH:4]=[C:5]([C:29]1[C:30]([NH2:35])=[N:31][CH:32]=[CH:33][CH:34]=1)[N:6]=[CH:7]2. (3) Given the reactants [F:1][C:2]1([F:11])[CH2:7][CH2:6][CH:5]([C:8](Cl)=[O:9])[CH2:4][CH2:3]1.[NH3:12], predict the reaction product. The product is: [F:1][C:2]1([F:11])[CH2:7][CH2:6][CH:5]([C:8]([NH2:12])=[O:9])[CH2:4][CH2:3]1. (4) Given the reactants [N+:1]([C:4]1[CH:5]=[C:6]2[C:12]([OH:13])=[N:11][NH:10][C:7]2=[N:8][CH:9]=1)([O-:3])=[O:2].C(N(CC)CC)C.[C:21](O[C:21]([O:23][C:24]([CH3:27])([CH3:26])[CH3:25])=[O:22])([O:23][C:24]([CH3:27])([CH3:26])[CH3:25])=[O:22], predict the reaction product. The product is: [OH:13][C:12]1[C:6]2[C:7](=[N:8][CH:9]=[C:4]([N+:1]([O-:3])=[O:2])[CH:5]=2)[N:10]([C:21]([O:23][C:24]([CH3:27])([CH3:26])[CH3:25])=[O:22])[N:11]=1. (5) Given the reactants [CH2:1]([C:4]1[S:5][C:6]2[C:15]3[CH:14]=[CH:13][C:12]([O:16][CH2:17][CH2:18][NH:19][C:20](=[O:26])[O:21][C:22]([CH3:25])([CH3:24])[CH3:23])=[CH:11][C:10]=3[N:9]=[CH:8][C:7]=2[N:27]=1)[CH2:2][CH3:3].C1C=C(Cl)C=C(C(OO)=[O:36])C=1, predict the reaction product. The product is: [O-:36][N+:9]1[C:10]2[CH:11]=[C:12]([O:16][CH2:17][CH2:18][NH:19][C:20](=[O:26])[O:21][C:22]([CH3:25])([CH3:24])[CH3:23])[CH:13]=[CH:14][C:15]=2[C:6]2[S:5][C:4]([CH2:1][CH2:2][CH3:3])=[N:27][C:7]=2[CH:8]=1. (6) Given the reactants [O-]CC.[Na+].C([O:7][CH:8]=[C:9]([C:15](OCC)=O)[C:10]([O:12][CH2:13][CH3:14])=[O:11])C.O.[NH2:21][NH2:22].Cl, predict the reaction product. The product is: [CH2:13]([O:12][C:10]([C:9]1[C:8](=[O:7])[NH:21][NH:22][CH:15]=1)=[O:11])[CH3:14]. (7) Given the reactants [CH3:1][C:2]1[CH2:7][CH2:6][CH:5]([NH:8][C:9](=[O:15])[O:10][C:11]([CH3:14])([CH3:13])[CH3:12])[CH2:4][CH:3]=1.O.C([OH:19])C.[OH-].[Na+].OO, predict the reaction product. The product is: [OH:19][CH:3]1[CH:2]([CH3:1])[CH2:7][CH2:6][CH:5]([NH:8][C:9](=[O:15])[O:10][C:11]([CH3:14])([CH3:13])[CH3:12])[CH2:4]1. (8) Given the reactants Br[C:2]1[CH:7]=[CH:6][C:5]([C:8]2[N:12]([C@H:13]3[CH2:17][CH2:16][O:15][CH2:14]3)[N:11]=[CH:10][C:9]=2[C:18]([O:20][CH2:21][CH3:22])=[O:19])=[C:4]([F:23])[CH:3]=1.[B:24]1([B:24]2[O:28][C:27]([CH3:30])([CH3:29])[C:26]([CH3:32])([CH3:31])[O:25]2)[O:28][C:27]([CH3:30])([CH3:29])[C:26]([CH3:32])([CH3:31])[O:25]1.C([O-])(=O)C.[K+], predict the reaction product. The product is: [F:23][C:4]1[CH:3]=[C:2]([B:24]2[O:28][C:27]([CH3:30])([CH3:29])[C:26]([CH3:32])([CH3:31])[O:25]2)[CH:7]=[CH:6][C:5]=1[C:8]1[N:12]([C@H:13]2[CH2:17][CH2:16][O:15][CH2:14]2)[N:11]=[CH:10][C:9]=1[C:18]([O:20][CH2:21][CH3:22])=[O:19]. (9) Given the reactants [CH3:1][O:2][C:3]([C:5]1[CH:6]2[N:20]([C:21]([O:23][C:24]([CH3:27])([CH3:26])[CH3:25])=[O:22])[CH:9]([C:10]=1[NH:11][CH:12]([C:14]1[CH:19]=[CH:18][CH:17]=[CH:16][CH:15]=1)[CH3:13])[CH2:8][CH2:7]2)=[O:4].C(O[BH-](OC(=O)C)OC(=O)C)(=O)C.[Na+].C(=O)(O)[O-].[Na+], predict the reaction product. The product is: [CH3:1][O:2][C:3]([CH:5]1[CH:10]([NH:11][CH:12]([C:14]2[CH:19]=[CH:18][CH:17]=[CH:16][CH:15]=2)[CH3:13])[CH:9]2[N:20]([C:21]([O:23][C:24]([CH3:25])([CH3:27])[CH3:26])=[O:22])[CH:6]1[CH2:7][CH2:8]2)=[O:4]. (10) Given the reactants [CH3:1][C:2]1[CH:6]=[C:5]([CH3:7])[NH:4][C:3]=1[CH2:8][C:9]1[CH:14]=[CH:13][CH:12]=[CH:11][C:10]=1[S:15]([N:18]1[CH2:22][CH2:21][CH2:20][CH2:19]1)(=[O:17])=[O:16].[CH3:23][N:24](C=O)C, predict the reaction product. The product is: [CH3:7][C:5]1[NH:4][C:3]([CH2:8][C:9]2[CH:14]=[CH:13][CH:12]=[CH:11][C:10]=2[S:15]([N:18]2[CH2:22][CH2:21][CH2:20][CH2:19]2)(=[O:17])=[O:16])=[C:2]([CH3:1])[C:6]=1[C:23]#[N:24].